Predict the reactants needed to synthesize the given product. From a dataset of Full USPTO retrosynthesis dataset with 1.9M reactions from patents (1976-2016). (1) Given the product [CH3:23][C:22]1[O:1][C:2]2[CH:7]=[C:6]([OH:8])[CH:5]=[CH:4][C:3]=2[N:24]=1, predict the reactants needed to synthesize it. The reactants are: [OH:1][C:2]1[CH:7]=[C:6]([OH:8])[CH:5]=[CH:4][C:3]=1C(=NO)C.P(Cl)(Cl)Cl.C([O-])(=O)C.[Na+].[C:22](#[N:24])[CH3:23].CC(N(C)C)=O. (2) The reactants are: [F:1][C:2]1[CH:7]=[C:6]([S:8]([CH3:11])(=[O:10])=[O:9])[CH:5]=[CH:4][C:3]=1[NH:12][C:13]1[CH:18]=[C:17]([O:19][CH:20]2[CH2:25][CH2:24][NH:23][CH2:22][CH2:21]2)[N:16]=[CH:15][N:14]=1.Cl[C:27]([O:29][CH:30]([CH3:32])[CH3:31])=[O:28]. Given the product [CH:30]([O:29][C:27]([N:23]1[CH2:22][CH2:21][CH:20]([O:19][C:17]2[CH:18]=[C:13]([NH:12][C:3]3[CH:4]=[CH:5][C:6]([S:8]([CH3:11])(=[O:10])=[O:9])=[CH:7][C:2]=3[F:1])[N:14]=[CH:15][N:16]=2)[CH2:25][CH2:24]1)=[O:28])([CH3:32])[CH3:31], predict the reactants needed to synthesize it. (3) Given the product [CH2:22]([N:19]1[CH2:20][CH2:21][CH:16]([NH:15][C:13]2[CH:12]=[CH:11][C:6]([C:7]([OH:9])=[O:8])=[C:5]([O:4][CH3:3])[CH:14]=2)[CH2:17][CH2:18]1)[C:23]1[CH:24]=[CH:25][CH:26]=[CH:27][CH:28]=1, predict the reactants needed to synthesize it. The reactants are: [OH-].[Na+].[CH3:3][O:4][C:5]1[CH:14]=[C:13]([NH:15][CH:16]2[CH2:21][CH2:20][N:19]([CH2:22][C:23]3[CH:28]=[CH:27][CH:26]=[CH:25][CH:24]=3)[CH2:18][CH2:17]2)[CH:12]=[CH:11][C:6]=1[C:7]([O:9]C)=[O:8].O1CCCC1.Cl. (4) Given the product [CH2:36]([C:29]1[CH:30]=[C:31]([OH:35])[C:32]([F:34])=[CH:33][C:28]=1[C:24]1[CH:23]=[C:22]2[C:27]([C:19]([C:17]3[NH:16][C:13]4[CH2:14][CH2:15][N:10]([C:8]([C:5]5[CH:4]=[N:3][C:2]([N:38]6[CH2:42][CH2:41][CH2:40][CH2:39]6)=[CH:7][N:6]=5)=[O:9])[CH2:11][C:12]=4[N:18]=3)=[N:20][NH:21]2)=[CH:26][CH:25]=1)[CH3:37], predict the reactants needed to synthesize it. The reactants are: Cl[C:2]1[N:3]=[CH:4][C:5]([C:8]([N:10]2[CH2:15][CH2:14][C:13]3[NH:16][C:17]([C:19]4[C:27]5[C:22](=[CH:23][C:24]([C:28]6[CH:33]=[C:32]([F:34])[C:31]([OH:35])=[CH:30][C:29]=6[CH2:36][CH3:37])=[CH:25][CH:26]=5)[NH:21][N:20]=4)=[N:18][C:12]=3[CH2:11]2)=[O:9])=[N:6][CH:7]=1.[NH:38]1[CH2:42][CH2:41][CH2:40][CH2:39]1.